From a dataset of Reaction yield outcomes from USPTO patents with 853,638 reactions. Predict the reaction yield, written as a fraction of the theoretical maximum amount of product (1.0 means a 100% yield; for example, 0.34 means a 34% yield). (1) The reactants are [CH2:1]([N:3]1[C:12]2[C:7](=[CH:8][N:9]=[C:10]([NH:13][CH2:14][CH2:15][O:16][CH3:17])[CH:11]=2)[CH:6]=[C:5]([C:18]2[C:19]([CH3:35])=[CH:20][C:21]([F:34])=[C:22]([NH:24][C:25]([NH:27][C:28]3[CH:33]=[CH:32][CH:31]=[CH:30][CH:29]=3)=[O:26])[CH:23]=2)[C:4]1=[O:36])[CH3:2].[CH3:37][S:38]([OH:41])(=[O:40])=[O:39]. The catalyst is CC#N. The product is [CH3:37][S:38]([OH:41])(=[O:40])=[O:39].[CH2:1]([N:3]1[C:12]2[C:7](=[CH:8][N:9]=[C:10]([NH:13][CH2:14][CH2:15][O:16][CH3:17])[CH:11]=2)[CH:6]=[C:5]([C:18]2[C:19]([CH3:35])=[CH:20][C:21]([F:34])=[C:22]([NH:24][C:25]([NH:27][C:28]3[CH:33]=[CH:32][CH:31]=[CH:30][CH:29]=3)=[O:26])[CH:23]=2)[C:4]1=[O:36])[CH3:2]. The yield is 0.780. (2) The reactants are [Cl:1][C:2]1[N:7]=[CH:6][C:5]([O:8][CH2:9][CH:10]2[CH2:15][CH2:14][N:13](C(OC(C)(C)C)=O)[CH2:12][CH2:11]2)=[CH:4][CH:3]=1.Cl. The catalyst is C(Cl)Cl. The product is [ClH:1].[Cl:1][C:2]1[CH:3]=[CH:4][C:5]([O:8][CH2:9][CH:10]2[CH2:15][CH2:14][NH:13][CH2:12][CH2:11]2)=[CH:6][N:7]=1. The yield is 0.970. (3) The reactants are [CH3:1][N:2]1[C:6]([S:7][CH3:8])=[C:5]([C:9]#[N:10])[C:4](=[O:11])[NH:3]1.[CH2:12](O)[C:13]1[CH:18]=[CH:17][CH:16]=[CH:15][CH:14]=1.C1C=CC(P(C2C=CC=CC=2)C2C=CC=CC=2)=CC=1.CC(OC(/N=N/C(OC(C)C)=O)=O)C. The catalyst is C1COCC1. The product is [CH2:12]([O:11][C:4]1[C:5]([C:9]#[N:10])=[C:6]([S:7][CH3:8])[N:2]([CH3:1])[N:3]=1)[C:13]1[CH:18]=[CH:17][CH:16]=[CH:15][CH:14]=1. The yield is 0.950.